From a dataset of Catalyst prediction with 721,799 reactions and 888 catalyst types from USPTO. Predict which catalyst facilitates the given reaction. (1) Reactant: [C:1]([C@@H:3]1[CH2:7][CH2:6][CH2:5][N:4]1[C:8]([C@@H:10]1[C@H:15]2[CH2:16][C@H:12]([C:13](=[O:17])[CH2:14]2)[N:11]1[C:18]([O:20][C:21]([CH3:24])([CH3:23])[CH3:22])=[O:19])=[O:9])#[N:2].[BH4-].[Na+].C(O)(=O)CC(CC(O)=O)(C(O)=O)O. Product: [C:1]([C@@H:3]1[CH2:7][CH2:6][CH2:5][N:4]1[C:8]([C@@H:10]1[C@H:15]2[CH2:16][C@H:12]([C@@H:13]([OH:17])[CH2:14]2)[N:11]1[C:18]([O:20][C:21]([CH3:24])([CH3:23])[CH3:22])=[O:19])=[O:9])#[N:2]. The catalyst class is: 5. (2) The catalyst class is: 369. Reactant: FC(F)(F)C(OC1C(F)=C(F)C(F)=C(F)C=1F)=O.[Cl:19][CH2:20][CH2:21][O:22][C:23]1[CH:32]=[C:31]([O:33][CH2:34][CH2:35][O:36][CH3:37])[CH:30]=[C:29]2[C:24]=1[C:25]([NH:38][C:39]1[CH:43]=[C:42]([CH2:44][C:45]([OH:47])=O)[NH:41][N:40]=1)=[N:26][CH:27]=[N:28]2.N1C=CC=CC=1.[F:54][C:55]1[CH:56]=[C:57]([CH:59]=[CH:60][CH:61]=1)[NH2:58]. Product: [Cl:19][CH2:20][CH2:21][O:22][C:23]1[CH:32]=[C:31]([O:33][CH2:34][CH2:35][O:36][CH3:37])[CH:30]=[C:29]2[C:24]=1[C:25]([NH:38][C:39]1[CH:43]=[C:42]([CH2:44][C:45]([NH:58][C:57]3[CH:59]=[CH:60][CH:61]=[C:55]([F:54])[CH:56]=3)=[O:47])[NH:41][N:40]=1)=[N:26][CH:27]=[N:28]2. (3) Reactant: [Cl:1][C:2]1[C:3]([O:10][CH:11]([CH3:13])[CH3:12])=[N:4][CH:5]=[C:6]([CH:9]=1)[C:7]#[N:8].[NH2:14][OH:15].CCOC(C)=O.CCCCCCC. Product: [Cl:1][C:2]1[C:3]([O:10][CH:11]([CH3:13])[CH3:12])=[N:4][CH:5]=[C:6]([CH:9]=1)/[C:7](=[N:14]/[OH:15])/[NH2:8]. The catalyst class is: 8. (4) Reactant: [O:1]1[C:5]2[CH:6]=[CH:7][C:8]([CH2:10][C:11]3[S:12][CH:13]=[CH:14][N:15]=3)=[CH:9][C:4]=2[CH:3]=[CH:2]1.[Li]CCCC.[B:21](OC(C)C)([O:26]C(C)C)[O:22]C(C)C. Product: [S:12]1[CH:13]=[CH:14][N:15]=[C:11]1[CH2:10][C:8]1[CH:7]=[CH:6][C:5]2[O:1][C:2]([B:21]([OH:26])[OH:22])=[CH:3][C:4]=2[CH:9]=1. The catalyst class is: 1. (5) Reactant: C=O.Cl.[Cl:4][C:5]1[CH:6]=[C:7]([CH:27]=[C:28]([Cl:30])[CH:29]=1)[CH2:8][N:9]([CH3:26])[C:10](=[O:25])[CH2:11][C:12]1([C:18]2[CH:23]=[CH:22][C:21]([F:24])=[CH:20][CH:19]=2)[CH2:17][CH2:16][NH:15][CH2:14][CH2:13]1.[C:31](O[BH-](OC(=O)C)OC(=O)C)(=O)C.[Na+]. Product: [Cl:30][C:28]1[CH:27]=[C:7]([CH2:8][N:9]([CH3:26])[C:10](=[O:25])[CH2:11][C:12]2([C:18]3[CH:23]=[CH:22][C:21]([F:24])=[CH:20][CH:19]=3)[CH2:13][CH2:14][N:15]([CH3:31])[CH2:16][CH2:17]2)[CH:6]=[C:5]([Cl:4])[CH:29]=1. The catalyst class is: 232. (6) Reactant: Cl.[NH2:2][C:3]1[C:12]2[N:13]=[C:14]([CH2:28][NH:29][C:30]([NH:32][CH3:33])=[O:31])[N:15]([CH2:16][CH2:17][CH2:18][CH2:19][NH:20]C(=O)[O:22]C(C)(C)C)[C:11]=2[C:10]2[N:9]=[CH:8][CH:7]=[CH:6][C:5]=2[N:4]=1. Product: [OH-:22].[NH4+:2].[NH2:2][C:3]1[C:12]2[N:13]=[C:14]([CH2:28][NH:29][C:30]([NH:32][CH3:33])=[O:31])[N:15]([CH2:16][CH2:17][CH2:18][CH2:19][NH2:20])[C:11]=2[C:10]2[N:9]=[CH:8][CH:7]=[CH:6][C:5]=2[N:4]=1. The catalyst class is: 346. (7) Reactant: [CH2:1]([Li])[CH2:2][CH2:3][CH3:4].O=[C:7]1CCC[N:10]([C:14]([O:16][C:17]([CH3:20])([CH3:19])[CH3:18])=[O:15])[CH2:9][CH2:8]1.O. Product: [CH2:4]=[C:3]1[CH2:7][CH2:8][CH2:9][N:10]([C:14]([O:16][C:17]([CH3:18])([CH3:20])[CH3:19])=[O:15])[CH2:1][CH2:2]1. The catalyst class is: 188.